Predict the reactants needed to synthesize the given product. From a dataset of Full USPTO retrosynthesis dataset with 1.9M reactions from patents (1976-2016). (1) Given the product [CH3:1][O:2][C:3](=[O:14])[C:4]1[CH:9]=[CH:8][C:7]([O:10][S:17]([C:16]([F:29])([F:28])[F:15])(=[O:19])=[O:18])=[C:6]([N+:11]([O-:13])=[O:12])[CH:5]=1, predict the reactants needed to synthesize it. The reactants are: [CH3:1][O:2][C:3](=[O:14])[C:4]1[CH:9]=[CH:8][C:7]([OH:10])=[C:6]([N+:11]([O-:13])=[O:12])[CH:5]=1.[F:15][C:16]([F:29])([F:28])[S:17](O[S:17]([C:16]([F:29])([F:28])[F:15])(=[O:19])=[O:18])(=[O:19])=[O:18]. (2) Given the product [CH3:19][C:14]1([CH3:20])[C:15]([CH3:18])([CH3:17])[O:16][B:12]([C:2]2[CH:7]=[CH:6][CH:5]=[C:4]([C:8]([F:11])([F:10])[F:9])[CH:3]=2)[O:13]1, predict the reactants needed to synthesize it. The reactants are: Br[C:2]1[CH:7]=[CH:6][CH:5]=[C:4]([C:8]([F:11])([F:10])[F:9])[CH:3]=1.[B:12]1([B:12]2[O:16][C:15]([CH3:18])([CH3:17])[C:14]([CH3:20])([CH3:19])[O:13]2)[O:16][C:15]([CH3:18])([CH3:17])[C:14]([CH3:20])([CH3:19])[O:13]1.